Dataset: Full USPTO retrosynthesis dataset with 1.9M reactions from patents (1976-2016). Task: Predict the reactants needed to synthesize the given product. Given the product [CH:1]1([NH:4][C:5]2[N:10]=[C:9]([NH:11][C@@H:12]3[CH2:17][CH2:16][C@@H:15]([CH3:18])[C@H:14]([OH:19])[CH2:13]3)[C:8]([C:20]([NH2:21])=[O:24])=[CH:7][N:6]=2)[CH2:2][CH2:3]1, predict the reactants needed to synthesize it. The reactants are: [CH:1]1([NH:4][C:5]2[N:10]=[C:9]([NH:11][C@@H:12]3[CH2:17][CH2:16][C@@H:15]([CH3:18])[C@H:14]([OH:19])[CH2:13]3)[C:8]([C:20]#[N:21])=[CH:7][N:6]=2)[CH2:3][CH2:2]1.CS(C)=[O:24].